This data is from Reaction yield outcomes from USPTO patents with 853,638 reactions. The task is: Predict the reaction yield, written as a fraction of the theoretical maximum amount of product (1.0 means a 100% yield; for example, 0.34 means a 34% yield). (1) The reactants are [CH:1]([C:3]1[CH:4]=[C:5]2[C:10](=[CH:11][CH:12]=1)[C:9](=[O:13])[NH:8][N:7]=[CH:6]2)=[CH2:2].C([O-])([O-])=O.[Cs+].[Cs+].Br[CH2:21][C:22]([O:24][CH2:25][CH3:26])=[O:23]. The catalyst is CN(C=O)C. The product is [O:13]=[C:9]1[C:10]2[C:5](=[CH:4][C:3]([CH:1]=[CH2:2])=[CH:12][CH:11]=2)[CH:6]=[N:7][N:8]1[CH2:21][C:22]([O:24][CH2:25][CH3:26])=[O:23]. The yield is 0.450. (2) The reactants are [CH2:1]([N:3]([CH2:25][CH3:26])[C:4](=[O:24])[C:5]1[CH:10]=[CH:9][C:8]([C:11]([C:18]2[CH:23]=[CH:22][CH:21]=[CH:20][CH:19]=2)=[C:12]2[CH2:17][CH2:16][NH:15][CH2:14][CH2:13]2)=[CH:7][CH:6]=1)[CH3:2].[C:27]1(=O)[CH2:32][CH2:31][CH2:30][CH2:29][CH2:28]1.[BH4-].[Na+].N.O. The catalyst is C(O)C. The product is [CH2:25]([N:3]([CH2:1][CH3:2])[C:4](=[O:24])[C:5]1[CH:6]=[CH:7][C:8]([C:11](=[C:12]2[CH2:13][CH2:14][N:15]([CH:27]3[CH2:32][CH2:31][CH2:30][CH2:29][CH2:28]3)[CH2:16][CH2:17]2)[C:18]2[CH:23]=[CH:22][CH:21]=[CH:20][CH:19]=2)=[CH:9][CH:10]=1)[CH3:26]. The yield is 0.200.